From a dataset of Catalyst prediction with 721,799 reactions and 888 catalyst types from USPTO. Predict which catalyst facilitates the given reaction. (1) Reactant: [OH:1][C:2]1[CH:3]=[C:4]2[C:8](=[CH:9][CH:10]=1)[CH2:7][C@H:6]([NH:11][S:12]([CH:15]([CH3:17])[CH3:16])(=[O:14])=[O:13])[CH2:5]2.Br[C:19]1[CH:24]=[CH:23][CH:22]=[CH:21][N:20]=1.C(=O)([O-])[O-].[Cs+].[Cs+].CN(C)CC(O)=O. Product: [N:20]1[CH:21]=[CH:22][CH:23]=[CH:24][C:19]=1[O:1][C:2]1[CH:3]=[C:4]2[C:8](=[CH:9][CH:10]=1)[CH2:7][C@H:6]([NH:11][S:12]([CH:15]([CH3:17])[CH3:16])(=[O:14])=[O:13])[CH2:5]2. The catalyst class is: 156. (2) Reactant: [H-].[Na+].[CH3:3][C:4]1[CH:5]=[C:6]([CH:20]=[CH:21][C:22]=1[CH3:23])[C:7]([C:9]1[C:18](=[O:19])[C:17]2[C:12](=[CH:13][CH:14]=[CH:15][CH:16]=2)[NH:11][CH:10]=1)=[O:8].[CH2:24](Br)[CH2:25][C:26]1[CH:31]=[CH:30][CH:29]=[CH:28][CH:27]=1. Product: [CH3:3][C:4]1[CH:5]=[C:6]([CH:20]=[CH:21][C:22]=1[CH3:23])[C:7]([C:9]1[C:18](=[O:19])[C:17]2[C:12](=[CH:13][CH:14]=[CH:15][CH:16]=2)[N:11]([CH2:24][CH2:25][C:26]2[CH:31]=[CH:30][CH:29]=[CH:28][CH:27]=2)[CH:10]=1)=[O:8]. The catalyst class is: 9. (3) Reactant: [CH2:1]([O:3][C:4]1[CH:5]=[C:6]2[C:11](=[CH:12][C:13]=1[O:14][CH2:15][CH3:16])[N:10]=[CH:9][C:8]([C:17]([NH2:19])=[O:18])=[C:7]2[NH:20][C:21]1[CH:26]=[CH:25][CH:24]=[CH:23][C:22]=1[CH2:27][CH3:28])[CH3:2]. Product: [NH2:19][CH:17]([C:8]1[CH:9]=[N:10][C:11]2[C:6]([C:7]=1[NH:20][C:21]1[CH:26]=[CH:25][CH:24]=[CH:23][C:22]=1[CH2:27][CH3:28])=[CH:5][C:4]([O:3][CH2:1][CH3:2])=[C:13]([O:14][CH2:15][CH3:16])[CH:12]=2)[OH:18]. The catalyst class is: 1. (4) Reactant: [CH3:1][S:2]([C:5]1[CH:6]=[C:7]([C:15]2[N:19]=[CH:18][N:17](/[CH:20]=[CH:21]\[C:22]([NH:24][NH2:25])=[O:23])[N:16]=2)[CH:8]=[C:9]([C:11]([F:14])([F:13])[F:12])[CH:10]=1)(=[O:4])=[O:3].[CH3:26]OC(OC)OC.CS(O)(=O)=O.CO. Product: [CH3:1][S:2]([C:5]1[CH:6]=[C:7]([C:15]2[N:19]=[CH:18][N:17](/[CH:20]=[CH:21]\[C:22]3[O:23][CH:26]=[N:25][N:24]=3)[N:16]=2)[CH:8]=[C:9]([C:11]([F:12])([F:14])[F:13])[CH:10]=1)(=[O:4])=[O:3]. The catalyst class is: 229. (5) The catalyst class is: 1. Reactant: [CH3:1][C:2]1[S:3][C:4]([CH3:14])=[CH:5][C:6]=1[C:7](=O)[C:8](OCC)=[O:9]. Product: [CH3:1][C:2]1[S:3][C:4]([CH3:14])=[CH:5][C:6]=1[CH2:7][CH2:8][OH:9]. (6) Reactant: [I:1]N1C(=O)CCC1=O.[NH2:9][C:10]1[C:11]([C:16]([O:18][CH3:19])=[O:17])=[N:12][CH:13]=[CH:14][N:15]=1. Product: [NH2:9][C:10]1[C:11]([C:16]([O:18][CH3:19])=[O:17])=[N:12][C:13]([I:1])=[CH:14][N:15]=1. The catalyst class is: 9.